From a dataset of Catalyst prediction with 721,799 reactions and 888 catalyst types from USPTO. Predict which catalyst facilitates the given reaction. (1) Reactant: [S:1]1[C:5]([CH:6]=[C:7]([C:10]#[N:11])[C:8]#[N:9])=[CH:4][CH:3]=[C:2]1[C:12]1[S:13][CH:14]=[CH:15][CH:16]=1.[Br:17]N1C(=O)CCC1=O. Product: [Br:17][C:14]1[S:13][C:12]([C:2]2[S:1][C:5]([CH:6]=[C:7]([C:10]#[N:11])[C:8]#[N:9])=[CH:4][CH:3]=2)=[CH:16][CH:15]=1. The catalyst class is: 9. (2) Reactant: [NH2:1][C:2]1[CH:7]=[C:6]([C@H:8]2[CH2:12][CH2:11][CH2:10][C@@H:9]2[O:13][C:14]2[C:19]([F:20])=[CH:18][C:17]([S:21]([N:24](CC3C=CC(OC)=CC=3OC)[C:25]3[CH:30]=[CH:29][N:28]=[CH:27][N:26]=3)(=[O:23])=[O:22])=[C:16]([F:42])[CH:15]=2)[CH:5]=[CH:4][N:3]=1.C([SiH](CC)CC)C.FC(F)(F)C(O)=O. Product: [NH2:1][C:2]1[CH:7]=[C:6]([C@H:8]2[CH2:12][CH2:11][CH2:10][C@@H:9]2[O:13][C:14]2[C:19]([F:20])=[CH:18][C:17]([S:21]([NH:24][C:25]3[CH:30]=[CH:29][N:28]=[CH:27][N:26]=3)(=[O:22])=[O:23])=[C:16]([F:42])[CH:15]=2)[CH:5]=[CH:4][N:3]=1. The catalyst class is: 4. (3) Reactant: [Na].[Cl:2][C:3]1[CH:4]=[C:5]([C:14]2[N:15]=[C:16]([NH:19][C:20](=[O:36])[CH2:21][C:22]3[C:30]4[C:29](=[O:31])[N:28]([CH3:32])[C:27](=[O:33])[N:26]([CH3:34])[C:25]=4[O:24][C:23]=3[CH3:35])[S:17][CH:18]=2)[CH:6]=[CH:7][C:8]=1[O:9][C:10]([F:13])([F:12])[F:11].[C:37]([O:43][CH2:44]Cl)(=[O:42])[C:38]([CH3:41])([CH3:40])[CH3:39]. Product: [CH3:39][C:38]([CH3:41])([CH3:40])[C:37]([O:43][CH2:44][N:15]1[C:14]([C:5]2[CH:6]=[CH:7][C:8]([O:9][C:10]([F:13])([F:11])[F:12])=[C:3]([Cl:2])[CH:4]=2)=[CH:18][S:17][C:16]1=[N:19][C:20](=[O:36])[CH2:21][C:22]1[C:30]2[C:29](=[O:31])[N:28]([CH3:32])[C:27](=[O:33])[N:26]([CH3:34])[C:25]=2[O:24][C:23]=1[CH3:35])=[O:42]. The catalyst class is: 21.